From a dataset of Full USPTO retrosynthesis dataset with 1.9M reactions from patents (1976-2016). Predict the reactants needed to synthesize the given product. The reactants are: [CH3:1][O:2][C:3]([N:5]([CH2:12][CH2:13][OH:14])[C:6]1[CH:11]=[CH:10][CH:9]=[CH:8][CH:7]=1)=[O:4].C(N(CC)CC)C.S(=O)(=O)=O.O. Given the product [CH3:1][O:2][C:3]([N:5]([CH2:12][CH:13]=[O:14])[C:6]1[CH:7]=[CH:8][CH:9]=[CH:10][CH:11]=1)=[O:4], predict the reactants needed to synthesize it.